Task: Predict the product of the given reaction.. Dataset: Forward reaction prediction with 1.9M reactions from USPTO patents (1976-2016) Given the reactants I[C:2]1[CH:7]=[CH:6][N:5]=[C:4]([N:8]2[C:16]3[CH:15]4[CH2:17][CH:13]([CH2:14]4)[CH2:12][C:11]=3[C:10]([C:18]([NH2:20])=[O:19])=[N:9]2)[CH:3]=1.[C:21]([C@:23]1([OH:30])[CH2:27][CH2:26][N:25]([CH3:28])[C:24]1=[O:29])#[CH:22], predict the reaction product. The product is: [OH:30][C@@:23]1([C:21]#[C:22][C:2]2[CH:7]=[CH:6][N:5]=[C:4]([N:8]3[C:16]4[CH:15]5[CH2:17][CH:13]([CH2:14]5)[CH2:12][C:11]=4[C:10]([C:18]([NH2:20])=[O:19])=[N:9]3)[CH:3]=2)[CH2:27][CH2:26][N:25]([CH3:28])[C:24]1=[O:29].